This data is from Full USPTO retrosynthesis dataset with 1.9M reactions from patents (1976-2016). The task is: Predict the reactants needed to synthesize the given product. (1) Given the product [NH2:13][C@H:14]1[CH2:19][CH2:18][C@H:17]([CH2:20][OH:21])[CH2:16][CH2:15]1, predict the reactants needed to synthesize it. The reactants are: N#N.C(OC([NH:13][C@H:14]1[CH2:19][CH2:18][C@H:17]([CH2:20][OH:21])[CH2:16][CH2:15]1)=O)C1C=CC=CC=1. (2) Given the product [CH2:38]([O:37][C:35]([C:34]1[C:30]([C:18]2[N:17]([C:15]([O:14][C:10]([CH3:13])([CH3:12])[CH3:11])=[O:16])[C:25]3[C:20]([CH:19]=2)=[CH:21][CH:22]=[CH:23][CH:24]=3)=[N:31][N:32]([CH:40]2[CH2:45][CH2:44][CH2:43][CH2:42][O:41]2)[CH:33]=1)=[O:36])[CH3:39], predict the reactants needed to synthesize it. The reactants are: C([O-])([O-])=O.[Na+].[Na+].C(O)C.[C:10]([O:14][C:15]([N:17]1[C:25]2[C:20](=[CH:21][CH:22]=[CH:23][CH:24]=2)[CH:19]=[C:18]1B(O)O)=[O:16])([CH3:13])([CH3:12])[CH3:11].I[C:30]1[C:34]([C:35]([O:37][CH2:38][CH3:39])=[O:36])=[CH:33][N:32]([CH:40]2[CH2:45][CH2:44][CH2:43][CH2:42][O:41]2)[N:31]=1. (3) Given the product [C:14]([C@@H:17]1[CH2:21][CH2:20][C:19](=[O:22])[N:18]1[C:23]([O:25][C:26]([CH3:29])([CH3:28])[CH3:27])=[O:24])#[N:15], predict the reactants needed to synthesize it. The reactants are: FC(F)(F)C(OC(=O)C(F)(F)F)=O.[C:14]([C@@H:17]1[CH2:21][CH2:20][C:19](=[O:22])[N:18]1[C:23]([O:25][C:26]([CH3:29])([CH3:28])[CH3:27])=[O:24])(=O)[NH2:15].C(N(CC)CC)C. (4) Given the product [N:31]1[N:30]2[CH2:33][CH2:34][CH2:35][C:29]2=[C:28]([C:2]2[CH:7]=[CH:6][C:5]([NH:8][C:9]([NH:11][C:12]3[CH:17]=[CH:16][CH:15]=[CH:14][C:13]=3[O:18][CH3:19])=[O:10])=[CH:4][CH:3]=2)[CH:32]=1, predict the reactants needed to synthesize it. The reactants are: Br[C:2]1[CH:7]=[CH:6][C:5]([NH:8][C:9]([NH:11][C:12]2[CH:17]=[CH:16][CH:15]=[CH:14][C:13]=2[O:18][CH3:19])=[O:10])=[CH:4][CH:3]=1.CC1(C)C(C)(C)OB([C:28]2[CH:32]=[N:31][N:30]3[CH2:33][CH2:34][CH2:35][C:29]=23)O1.C1(P(C2CCCCC2)C2C=CC=CC=2C2C(C(C)C)=CC(C(C)C)=CC=2C(C)C)CCCCC1.C([O-])([O-])=O.[Cs+].[Cs+]. (5) Given the product [C:25]([NH:1][C:2]1[N:7]=[CH:6][C:5]([C:8]2[CH:20]=[CH:19][C:11]3[N:12]=[C:13]([NH:15][C:16](=[O:18])[CH3:17])[S:14][C:10]=3[CH:9]=2)=[CH:4][C:3]=1[C:21]([F:23])([F:22])[F:24])(=[O:27])[CH3:26], predict the reactants needed to synthesize it. The reactants are: [NH2:1][C:2]1[N:7]=[CH:6][C:5]([C:8]2[CH:20]=[CH:19][C:11]3[N:12]=[C:13]([NH:15][C:16](=[O:18])[CH3:17])[S:14][C:10]=3[CH:9]=2)=[CH:4][C:3]=1[C:21]([F:24])([F:23])[F:22].[C:25](OC(=O)C)(=[O:27])[CH3:26].C(N(C(C)C)CC)(C)C. (6) Given the product [C:1]([O:5][C:6](=[O:20])[N:7]([C:8]1[S:12][C:11]([C:13]2[CH:14]=[N:15][CH:16]=[CH:17][CH:18]=2)=[N:10][C:9]=1[Cl:21])[CH3:19])([CH3:4])([CH3:3])[CH3:2], predict the reactants needed to synthesize it. The reactants are: [C:1]([O:5][C:6](=[O:20])[N:7]([CH3:19])[C:8]1[S:12][C:11]([C:13]2[CH:14]=[N:15][CH:16]=[CH:17][CH:18]=2)=[N:10][CH:9]=1)([CH3:4])([CH3:3])[CH3:2].[Cl:21]N1C(=O)CCC1=O. (7) Given the product [CH2:11]([O:15][C:2]1[CH:7]=[CH:6][N:5]=[C:4]([C:8]([O:10][CH2:7][CH2:2][CH2:3][CH3:4])=[O:9])[CH:3]=1)[CH2:12][CH2:13][CH3:14], predict the reactants needed to synthesize it. The reactants are: Cl[C:2]1[CH:7]=[CH:6][N:5]=[C:4]([C:8]([OH:10])=[O:9])[CH:3]=1.[CH2:11]([OH:15])[CH2:12][CH2:13][CH3:14].S(=O)(=O)(O)O. (8) Given the product [Br:6][C:7]1[CH:12]=[CH:11][C:10]([S:2]([Cl:1])(=[O:5])=[O:3])=[C:9]([O:13][CH3:14])[CH:8]=1, predict the reactants needed to synthesize it. The reactants are: [Cl:1][S:2]([OH:5])(=O)=[O:3].[Br:6][C:7]1[CH:8]=[C:9]([O:13][CH3:14])[CH:10]=[CH:11][CH:12]=1. (9) Given the product [Cl:1][C:2]1[CH:3]=[C:4]([CH:13]=[O:14])[C:5]([O:12][CH2:24][C:25]([O:27][CH3:28])=[O:26])=[C:6]([CH:11]=1)[C:7]([O:9][CH3:10])=[O:8], predict the reactants needed to synthesize it. The reactants are: [Cl:1][C:2]1[CH:3]=[C:4]([CH:13]=[O:14])[C:5]([OH:12])=[C:6]([CH:11]=1)[C:7]([O:9][CH3:10])=[O:8].C(=O)([O-])[O-].[K+].[K+].[I-].[Na+].Br[CH2:24][C:25]([O:27][CH3:28])=[O:26].